This data is from Full USPTO retrosynthesis dataset with 1.9M reactions from patents (1976-2016). The task is: Predict the reactants needed to synthesize the given product. (1) Given the product [CH:3]1([C:9]2[C:17]3[C:16](=[O:18])[NH:15][C:14]([C:19]4[CH:24]=[CH:23][C:22]([NH:25][S:26]([CH3:29])(=[O:27])=[O:28])=[CH:21][C:20]=4[O:34][CH3:35])=[N:13][C:12]=3[N:11]([CH3:36])[N:10]=2)[CH2:4][CH2:5][CH2:6][CH2:7][CH2:8]1, predict the reactants needed to synthesize it. The reactants are: CO.[CH:3]1([C:9]2[C:17]3[C:16](=[O:18])[NH:15][C:14]([C:19]4[CH:24]=[CH:23][C:22]([N:25](S(C)(=O)=O)[S:26]([CH3:29])(=[O:28])=[O:27])=[CH:21][C:20]=4[O:34][CH3:35])=[N:13][C:12]=3[N:11]([CH3:36])[N:10]=2)[CH2:8][CH2:7][CH2:6][CH2:5][CH2:4]1.[OH-].[Na+]. (2) Given the product [CH:23]([C:19]1[CH2:20][C@@H:21]2[C@H:15]([CH:14]=1)[C:16](=[O:18])[CH2:22]2)([CH3:25])[CH3:24], predict the reactants needed to synthesize it. The reactants are: C([O-])(=O)C.[K+].C(OC(=O)C)(=O)C.O[CH:14]([CH:19]([CH:23]([CH3:25])[CH3:24])[CH2:20][CH:21]=[CH2:22])[CH2:15][C:16]([OH:18])=O.